From a dataset of Catalyst prediction with 721,799 reactions and 888 catalyst types from USPTO. Predict which catalyst facilitates the given reaction. Reactant: [CH3:1][C:2]([O:9][C:10]1[CH:15]=[CH:14][C:13]([CH2:16][CH2:17][NH:18][CH2:19][C:20]2[CH:25]=[CH:24][C:23]([C:26]([F:29])([F:28])[F:27])=[CH:22][CH:21]=2)=[CH:12][CH:11]=1)([CH3:8])[C:3]([O:5][CH2:6][CH3:7])=[O:4].[CH2:30]([N:32](CC)CC)C.N#CBr. The catalyst class is: 4. Product: [C:30]([N:18]([CH2:19][C:20]1[CH:21]=[CH:22][C:23]([C:26]([F:27])([F:28])[F:29])=[CH:24][CH:25]=1)[CH2:17][CH2:16][C:13]1[CH:14]=[CH:15][C:10]([O:9][C:2]([CH3:1])([CH3:8])[C:3]([O:5][CH2:6][CH3:7])=[O:4])=[CH:11][CH:12]=1)#[N:32].